Dataset: CYP1A2 inhibition data for predicting drug metabolism from PubChem BioAssay. Task: Regression/Classification. Given a drug SMILES string, predict its absorption, distribution, metabolism, or excretion properties. Task type varies by dataset: regression for continuous measurements (e.g., permeability, clearance, half-life) or binary classification for categorical outcomes (e.g., BBB penetration, CYP inhibition). Dataset: cyp1a2_veith. (1) The compound is Cc1ccccc1-c1cc(N(C)Cc2ccco2)ncn1. The result is 1 (inhibitor). (2) The molecule is Cc1cc(-c2sccc2C)nc(-n2cccc2)n1. The result is 1 (inhibitor). (3) The compound is COc1ccc(C2=NN(C)C(=NCc3ccccc3)SC2)cc1. The result is 1 (inhibitor). (4) The compound is Cn1c(/C(C#N)=C(\O)c2ccc(S(=O)(=O)N3CCCCC3)cc2)nc2ccccc21. The result is 0 (non-inhibitor). (5) The compound is O=c1c(-c2cccs2)nc2cncnc2n1C1CC1. The result is 1 (inhibitor). (6) The molecule is C=CCCCCCCCCC(=O)Nc1c[nH]c(=O)[nH]c1=O. The result is 0 (non-inhibitor). (7) The drug is CN1CCN(c2ncc3nc(-c4cccs4)c(=O)n(C[C@H]4CCCO4)c3n2)CC1. The result is 1 (inhibitor). (8) The compound is O=C(c1cccc(F)c1)N1CCC2(CCN(Cc3cc(C(F)(F)F)cc(C(F)(F)F)c3)CC2)CC1. The result is 0 (non-inhibitor). (9) The compound is O=C(CSc1ccc(Cl)cc1)Nc1cccc(NC(=O)c2ccco2)c1. The result is 1 (inhibitor).